From a dataset of Peptide-MHC class II binding affinity with 134,281 pairs from IEDB. Regression. Given a peptide amino acid sequence and an MHC pseudo amino acid sequence, predict their binding affinity value. This is MHC class II binding data. (1) The binding affinity (normalized) is 0.493. The MHC is H-2-IAu with pseudo-sequence XXYFLRSGGQTGHVLVFPYTYYDYRTETVYETPT. The peptide sequence is AAQARPAAAAA. (2) The MHC is DRB1_0404 with pseudo-sequence DRB1_0404. The binding affinity (normalized) is 0.676. The peptide sequence is GELMIVDKIDAAFKI. (3) The peptide sequence is WIEQEGPKYW. The MHC is HLA-DQA10501-DQB10201 with pseudo-sequence HLA-DQA10501-DQB10201. The binding affinity (normalized) is 0.162.